From a dataset of Full USPTO retrosynthesis dataset with 1.9M reactions from patents (1976-2016). Predict the reactants needed to synthesize the given product. Given the product [CH:16]1([N:7]2[CH2:8][C:9]([F:15])([F:14])[C:10](=[O:13])[N:11]([CH3:12])[C:5]3[CH:4]=[N:3][C:2]([NH:22][C:23]4[CH:31]=[CH:30][C:26]([C:27]([OH:29])=[O:28])=[CH:25][C:24]=4[O:32][CH3:33])=[N:21][C:6]2=3)[CH2:20][CH2:19][CH2:18][CH2:17]1, predict the reactants needed to synthesize it. The reactants are: Cl[C:2]1[N:3]=[CH:4][C:5]2[N:11]([CH3:12])[C:10](=[O:13])[C:9]([F:15])([F:14])[CH2:8][N:7]([CH:16]3[CH2:20][CH2:19][CH2:18][CH2:17]3)[C:6]=2[N:21]=1.[NH2:22][C:23]1[CH:31]=[CH:30][C:26]([C:27]([OH:29])=[O:28])=[CH:25][C:24]=1[O:32][CH3:33].